Dataset: Reaction yield outcomes from USPTO patents with 853,638 reactions. Task: Predict the reaction yield, written as a fraction of the theoretical maximum amount of product (1.0 means a 100% yield; for example, 0.34 means a 34% yield). (1) The reactants are [C:1]([N:8]1[CH2:13][CH2:12][CH:11]([C:14]([O:16]CC)=O)[CH2:10][CH2:9]1)([O:3][C:4]([CH3:7])([CH3:6])[CH3:5])=[O:2].[C:19]([O:22][CH2:23][CH3:24])(=[O:21])[CH3:20]. No catalyst specified. The product is [C:4]([O:3][C:1]([N:8]1[CH2:9][CH2:10][CH:11]([C:14](=[O:16])[CH2:20][C:19]([O:22][CH2:23][CH3:24])=[O:21])[CH2:12][CH2:13]1)=[O:2])([CH3:5])([CH3:6])[CH3:7]. The yield is 0.520. (2) The reactants are FC(F)(F)C(O)=O.C(OC([NH:15][C@@H:16]([CH2:61][S:62][S:63][C:64]([CH3:67])([CH3:66])[CH3:65])[C:17]([O:19][C@H:20]1[C@@H:24]([OH:25])[C@H:23]([N:26]2[CH:34]=[N:33][C:32]3[C:27]2=[N:28][CH:29]=[N:30][C:31]=3[NH2:35])[O:22][C@@H:21]1[CH2:36][O:37][P:38]([O:41][C@H:42]1[CH2:46][C@H:45]([N:47]2[CH:52]=[CH:51][C:50]([NH2:53])=[N:49][C:48]2=[O:54])[O:44][C@@H:43]1[CH2:55][O:56][P:57]([OH:60])([OH:59])=[O:58])([OH:40])=[O:39])=[O:18])=O)(C)(C)C. No catalyst specified. The product is [NH2:15][C@@H:16]([CH2:61][S:62][S:63][C:64]([CH3:67])([CH3:66])[CH3:65])[C:17]([O:19][C@H:20]1[C@@H:24]([OH:25])[C@H:23]([N:26]2[CH:34]=[N:33][C:32]3[C:27]2=[N:28][CH:29]=[N:30][C:31]=3[NH2:35])[O:22][C@@H:21]1[CH2:36][O:37][P:38]([O:41][C@H:42]1[CH2:46][C@H:45]([N:47]2[CH:52]=[CH:51][C:50]([NH2:53])=[N:49][C:48]2=[O:54])[O:44][C@@H:43]1[CH2:55][O:56][P:57]([OH:59])([OH:60])=[O:58])([OH:40])=[O:39])=[O:18]. The yield is 1.00. (3) The yield is 0.810. The reactants are [CH3:1][C:2]1[CH:6]=[C:5]([NH:7][S:8]([C:11]2[CH:16]=[CH:15][C:14](Br)=[CH:13][CH:12]=2)(=[O:10])=[O:9])[O:4][N:3]=1.[CH3:18][O:19][C:20]1[CH:25]=[CH:24][CH:23]=[CH:22][C:21]=1B(O)O. No catalyst specified. The product is [CH3:1][C:2]1[CH:6]=[C:5]([NH:7][S:8]([C:11]2[CH:16]=[CH:15][C:14]([C:21]3[CH:22]=[CH:23][CH:24]=[CH:25][C:20]=3[O:19][CH3:18])=[CH:13][CH:12]=2)(=[O:10])=[O:9])[O:4][N:3]=1. (4) The product is [CH3:24][O:23][C:16]([CH2:17][CH2:18][CH2:19][CH:20]=[CH:21][C:2]1[CH:7]=[CH:6][C:5]([C:8]2[C:12]([C:13]([OH:15])=[O:14])=[CH:11][O:10][N:9]=2)=[CH:4][CH:3]=1)=[O:22]. The reactants are I[C:2]1[CH:7]=[CH:6][C:5]([C:8]2[C:12]([C:13]([OH:15])=[O:14])=[CH:11][O:10][N:9]=2)=[CH:4][CH:3]=1.[C:16]([O:23][CH3:24])(=[O:22])[CH2:17][CH2:18][CH2:19][CH:20]=[CH2:21].C1(C)C=CC=CC=1P(C1C=CC=CC=1C)C1C=CC=CC=1C.Cl. The catalyst is O1CCOCC1.C(N(CC)C(C)C)C.C([O-])(=O)C.[Pd+2].C([O-])(=O)C. The yield is 0.790. (5) The reactants are [F:1][C:2]1[C:7]([C:8]([OH:10])=O)=[C:6]([SH:11])[CH:5]=[CH:4][CH:3]=1.[C:12]([C:14]1[CH:19]=[CH:18][CH:17]=[CH:16][N:15]=1)#[N:13]. The catalyst is N1C=CC=CC=1. The product is [F:1][C:2]1[C:7]2[C:8](=[O:10])[N:13]=[C:12]([C:14]3[CH:19]=[CH:18][CH:17]=[CH:16][N:15]=3)[S:11][C:6]=2[CH:5]=[CH:4][CH:3]=1. The yield is 0.0100. (6) The reactants are [NH2:1][C:2]1[N:6]([C:7]2[CH:8]=[C:9]([CH:13]=[CH:14][CH:15]=2)[C:10]([NH2:12])=O)[N:5]=[C:4]([C:16]([CH3:19])([CH3:18])[CH3:17])[CH:3]=1. The catalyst is O=S(Cl)Cl. The product is [NH2:1][C:2]1[N:6]([C:7]2[CH:8]=[C:9]([CH:13]=[CH:14][CH:15]=2)[C:10]#[N:12])[N:5]=[C:4]([C:16]([CH3:19])([CH3:18])[CH3:17])[CH:3]=1. The yield is 0.730.